From a dataset of TCR-epitope binding with 47,182 pairs between 192 epitopes and 23,139 TCRs. Binary Classification. Given a T-cell receptor sequence (or CDR3 region) and an epitope sequence, predict whether binding occurs between them. (1) The epitope is ATVVIGTSK. The TCR CDR3 sequence is CASSQDRLAASYNEQFF. Result: 1 (the TCR binds to the epitope). (2) The epitope is VLWAHGFEL. The TCR CDR3 sequence is CASSQEGLAGVSEQYF. Result: 1 (the TCR binds to the epitope). (3) The epitope is HTTDPSFLGRY. The TCR CDR3 sequence is CASSQGSPYQNNEQFF. Result: 1 (the TCR binds to the epitope). (4) The epitope is EHPTFTSQYRIQGKL. The TCR CDR3 sequence is CASSLWVTEAFF. Result: 0 (the TCR does not bind to the epitope). (5) The epitope is YIFFASFYY. The TCR CDR3 sequence is CASSQRGENTGELFF. Result: 1 (the TCR binds to the epitope). (6) The epitope is GTSGSPIIDK. The TCR CDR3 sequence is CASRDSLNEKLFF. Result: 0 (the TCR does not bind to the epitope). (7) The epitope is IYSKHTPINL. The TCR CDR3 sequence is CSATSRDSALEQYF. Result: 0 (the TCR does not bind to the epitope).